This data is from Merck oncology drug combination screen with 23,052 pairs across 39 cell lines. The task is: Regression. Given two drug SMILES strings and cell line genomic features, predict the synergy score measuring deviation from expected non-interaction effect. (1) Drug 1: CCc1c2c(nc3ccc(O)cc13)-c1cc3c(c(=O)n1C2)COC(=O)C3(O)CC. Drug 2: Cn1cc(-c2cnn3c(N)c(Br)c(C4CCCNC4)nc23)cn1. Cell line: PA1. Synergy scores: synergy=-1.17. (2) Drug 1: N.N.O=C(O)C1(C(=O)O)CCC1.[Pt]. Drug 2: CC(C)CC(NC(=O)C(Cc1ccccc1)NC(=O)c1cnccn1)B(O)O. Cell line: SKMES1. Synergy scores: synergy=-20.6. (3) Drug 1: NC(=O)c1cccc2cn(-c3ccc(C4CCCNC4)cc3)nc12. Drug 2: CCC1(O)C(=O)OCc2c1cc1n(c2=O)Cc2cc3c(CN(C)C)c(O)ccc3nc2-1. Cell line: PA1. Synergy scores: synergy=-6.51. (4) Drug 1: CC1CC2C3CCC4=CC(=O)C=CC4(C)C3(F)C(O)CC2(C)C1(O)C(=O)CO. Drug 2: CCN(CC)CCNC(=O)c1c(C)[nH]c(C=C2C(=O)Nc3ccc(F)cc32)c1C. Cell line: MDAMB436. Synergy scores: synergy=3.61. (5) Drug 1: CN(C)C(=N)N=C(N)N. Drug 2: CC(C)CC(NC(=O)C(Cc1ccccc1)NC(=O)c1cnccn1)B(O)O. Cell line: A2058. Synergy scores: synergy=-20.5. (6) Drug 1: CCC1(O)CC2CN(CCc3c([nH]c4ccccc34)C(C(=O)OC)(c3cc4c(cc3OC)N(C)C3C(O)(C(=O)OC)C(OC(C)=O)C5(CC)C=CCN6CCC43C65)C2)C1. Drug 2: C=CCn1c(=O)c2cnc(Nc3ccc(N4CCN(C)CC4)cc3)nc2n1-c1cccc(C(C)(C)O)n1. Cell line: HCT116. Synergy scores: synergy=2.72. (7) Drug 1: COC12C(COC(N)=O)C3=C(C(=O)C(C)=C(N)C3=O)N1CC1NC12. Drug 2: CNC(=O)c1cc(Oc2ccc(NC(=O)Nc3ccc(Cl)c(C(F)(F)F)c3)cc2)ccn1. Cell line: SW837. Synergy scores: synergy=-28.6.